From a dataset of Catalyst prediction with 721,799 reactions and 888 catalyst types from USPTO. Predict which catalyst facilitates the given reaction. Reactant: [Br:1][C:2]1[C:7]([N+:8]([O-])=O)=[CH:6][CH:5]=[CH:4][C:3]=1[O:11][CH2:12][CH:13]1[CH2:15][CH2:14]1.[CH:16]([Mg]Br)=[CH2:17].[Cl-].[NH4+]. Product: [Br:1][C:2]1[C:3]([O:11][CH2:12][CH:13]2[CH2:15][CH2:14]2)=[CH:4][CH:5]=[C:6]2[C:7]=1[NH:8][CH:17]=[CH:16]2. The catalyst class is: 7.